This data is from Reaction yield outcomes from USPTO patents with 853,638 reactions. The task is: Predict the reaction yield, written as a fraction of the theoretical maximum amount of product (1.0 means a 100% yield; for example, 0.34 means a 34% yield). (1) The reactants are Cl[C:2]1[C:3]([C:15]#[N:16])=[N:4][N:5]([C:9]2[CH:14]=[CH:13][CH:12]=[CH:11][CH:10]=2)[C:6](=[O:8])[CH:7]=1.[N-:17]=[N+:18]=[N-:19].[Na+].O. The catalyst is CN(C=O)C. The product is [N:17]([C:2]1[C:3]([C:15]#[N:16])=[N:4][N:5]([C:9]2[CH:14]=[CH:13][CH:12]=[CH:11][CH:10]=2)[C:6](=[O:8])[CH:7]=1)=[N+:18]=[N-:19]. The yield is 0.820. (2) The reactants are Cl[C:2]1[CH:3]=[CH:4][C:5]2[O:14][CH2:13][CH2:12][C:11]3[CH:10]=[C:9]([C:15]4[N:16]([C:20]5[CH:25]=[CH:24][C:23]([F:26])=[CH:22][C:21]=5[F:27])[N:17]=[CH:18][N:19]=4)[S:8][C:7]=3[C:6]=2[N:28]=1.[NH2:29][CH2:30][CH2:31][NH:32][C:33](=[O:35])[CH3:34].CC(C1C=C(C(C)C)C(C2C=CC=CC=2P(C2CCCCC2)C2CCCCC2)=C(C(C)C)C=1)C.CC([O-])(C)C.[Na+]. The catalyst is O1CCOCC1.C1C=CC(/C=C/C(/C=C/C2C=CC=CC=2)=O)=CC=1.C1C=CC(/C=C/C(/C=C/C2C=CC=CC=2)=O)=CC=1.C1C=CC(/C=C/C(/C=C/C2C=CC=CC=2)=O)=CC=1.[Pd].[Pd]. The product is [F:27][C:21]1[CH:22]=[C:23]([F:26])[CH:24]=[CH:25][C:20]=1[N:16]1[C:15]([C:9]2[S:8][C:7]3[C:6]4[N:28]=[C:2]([NH:29][CH2:30][CH2:31][NH:32][C:33](=[O:35])[CH3:34])[CH:3]=[CH:4][C:5]=4[O:14][CH2:13][CH2:12][C:11]=3[CH:10]=2)=[N:19][CH:18]=[N:17]1. The yield is 0.160. (3) The reactants are [Cl:1][C:2]1[C:3]([F:31])=[C:4]([C@@H:8]2[C@:12]([C:15]3[CH:20]=[CH:19][C:18]([Cl:21])=[CH:17][C:16]=3[F:22])([C:13]#[N:14])[C@H:11]([CH2:23][C:24]([CH3:27])([CH3:26])[CH3:25])[NH:10][C@H:9]2[C:28]([OH:30])=O)[CH:5]=[CH:6][CH:7]=1.C(N(CC)C(C)C)(C)C.Cl.[NH2:42][C:43]1[CH:48]=[CH:47][C:46]([N:49]2[CH2:53][CH2:52][CH2:51][CH:50]2[C:54]([O:56][CH3:57])=[O:55])=[CH:45][CH:44]=1.CN(C(ON1N=NC2C=CC=NC1=2)=[N+](C)C)C.F[P-](F)(F)(F)(F)F. The catalyst is ClCCl. The product is [Cl:1][C:2]1[C:3]([F:31])=[C:4]([C@@H:8]2[C@:12]([C:15]3[CH:20]=[CH:19][C:18]([Cl:21])=[CH:17][C:16]=3[F:22])([C:13]#[N:14])[C@H:11]([CH2:23][C:24]([CH3:26])([CH3:25])[CH3:27])[NH:10][C@H:9]2[C:28]([NH:42][C:43]2[CH:48]=[CH:47][C:46]([N:49]3[CH2:53][CH2:52][CH2:51][CH:50]3[C:54]([O:56][CH3:57])=[O:55])=[CH:45][CH:44]=2)=[O:30])[CH:5]=[CH:6][CH:7]=1. The yield is 0.840. (4) The reactants are [C:1]([OH:8])(=[O:7])/[CH:2]=[CH:3]\[C:4]([OH:6])=[O:5].[C:9]([N:12]1[CH2:17][CH2:16][N:15]([CH2:18][CH2:19][O:20][C:21]2[CH:26]=[CH:25][C:24]([CH:27]3[CH2:32][CH2:31][N:30]([C:33]4[CH2:34][CH2:35][C:36]5[N:37]([C:39]([C:42]([F:45])([F:44])[F:43])=[N:40][N:41]=5)[N:38]=4)[CH2:29][CH2:28]3)=[CH:23][CH:22]=2)[CH2:14][CH2:13]1)(=[O:11])[CH3:10].C(OC(=O)C)C. The catalyst is CO. The product is [C:1]([OH:8])(=[O:7])/[CH:2]=[CH:3]\[C:4]([OH:6])=[O:5].[C:9]([N:12]1[CH2:13][CH2:14][N:15]([CH2:18][CH2:19][O:20][C:21]2[CH:22]=[CH:23][C:24]([CH:27]3[CH2:28][CH2:29][N:30]([C:33]4[CH2:34][CH2:35][C:36]5[N:37]([C:39]([C:42]([F:43])([F:44])[F:45])=[N:40][N:41]=5)[N:38]=4)[CH2:31][CH2:32]3)=[CH:25][CH:26]=2)[CH2:16][CH2:17]1)(=[O:11])[CH3:10]. The yield is 0.900. (5) The reactants are [CH3:1][C:2]1([C:7]23[CH2:14][CH:13]4[CH2:15][C:9]([C:16](OC)=[O:17])([CH2:10][CH:11]2[CH2:12]4)[CH2:8]3)[O:6][CH2:5][CH2:4][O:3]1.[H-].[H-].[H-].[H-].[Li+].[Al+3]. The catalyst is C1COCC1.CCOCC. The product is [CH3:1][C:2]1([C:7]23[CH2:14][CH:13]4[CH2:15][C:9]([CH2:16][OH:17])([CH2:10][CH:11]2[CH2:12]4)[CH2:8]3)[O:3][CH2:4][CH2:5][O:6]1. The yield is 0.940. (6) The reactants are FC(F)(F)S([C:6]1[C:7](=[O:27])[N:8]([CH3:26])[C:9]([C:20]2[CH:25]=[CH:24][N:23]=[CH:22][CH:21]=2)=[C:10]([C:12]2[CH:17]=[CH:16][C:15]([O:18][CH3:19])=[CH:14][CH:13]=2)[CH:11]=1)(=O)=O.[C:30]1(B(O)O)[CH:35]=[CH:34][CH:33]=[CH:32][CH:31]=1.C(=O)([O-])[O-].[Na+].[Na+]. The catalyst is C(COC)OC. The product is [CH3:19][O:18][C:15]1[CH:16]=[CH:17][C:12]([C:10]2[CH:11]=[C:6]([C:30]3[CH:35]=[CH:34][CH:33]=[CH:32][CH:31]=3)[C:7](=[O:27])[N:8]([CH3:26])[C:9]=2[C:20]2[CH:25]=[CH:24][N:23]=[CH:22][CH:21]=2)=[CH:13][CH:14]=1. The yield is 0.610. (7) The reactants are Br[C:2]1[CH:3]=[CH:4][C:5](OCCCCCCC)=[C:6]([CH:38]=1)[C:7]([NH:9][C@@H:10]([CH2:14][C:15]1[CH:20]=[CH:19][C:18]([C:21]2[CH:26]=[CH:25][CH:24]=[CH:23][C:22]=2OC2C=CC(C(F)(F)F)=CC=2)=[CH:17][CH:16]=1)[C:11]([OH:13])=[O:12])=[O:8].[CH3:47][S:48]([C:51]1[CH:56]=[CH:55][C:54](B(O)O)=[CH:53][CH:52]=1)(=[O:50])=[O:49]. No catalyst specified. The product is [C:18]1([C:21]2[CH:22]=[CH:23][CH:24]=[CH:25][CH:26]=2)[CH:19]=[CH:20][C:15]([CH2:14][C@H:10]([NH:9][C:7]([C:6]2[CH:38]=[C:2]([C:54]3[CH:55]=[CH:56][C:51]([S:48]([CH3:47])(=[O:50])=[O:49])=[CH:52][CH:53]=3)[CH:3]=[CH:4][CH:5]=2)=[O:8])[C:11]([OH:13])=[O:12])=[CH:16][CH:17]=1. The yield is 0.870. (8) The reactants are Br[C:2]1[CH:3]=[N:4][CH:5]=[CH:6][C:7]=1[N:8]1[CH2:13][CH2:12][CH:11]([C:14]([NH2:16])=[O:15])[CH2:10][CH2:9]1.[CH:17]1(B(O)O)[CH2:19][CH2:18]1.C(=O)([O-])[O-].[Na+].[Na+]. The catalyst is C1C=CC([P]([Pd]([P](C2C=CC=CC=2)(C2C=CC=CC=2)C2C=CC=CC=2)([P](C2C=CC=CC=2)(C2C=CC=CC=2)C2C=CC=CC=2)[P](C2C=CC=CC=2)(C2C=CC=CC=2)C2C=CC=CC=2)(C2C=CC=CC=2)C2C=CC=CC=2)=CC=1.C(#N)C. The product is [CH:17]1([C:2]2[CH:3]=[N:4][CH:5]=[CH:6][C:7]=2[N:8]2[CH2:13][CH2:12][CH:11]([C:14]([NH2:16])=[O:15])[CH2:10][CH2:9]2)[CH2:19][CH2:18]1. The yield is 0.190.